This data is from Catalyst prediction with 721,799 reactions and 888 catalyst types from USPTO. The task is: Predict which catalyst facilitates the given reaction. (1) Reactant: [OH:1][CH:2]([CH:14]=[CH2:15])[CH2:3][CH2:4][CH2:5][CH2:6][CH2:7][CH2:8][CH2:9][C:10]([O:12][CH3:13])=[O:11].C(OC=C)(=O)C. Product: [OH:1][C@@H:2]([CH:14]=[CH2:15])[CH2:3][CH2:4][CH2:5][CH2:6][CH2:7][CH2:8][CH2:9][C:10]([O:12][CH3:13])=[O:11]. The catalyst class is: 605. (2) Reactant: [CH:1]1([NH:4][C:5]([C:7]2[CH:8]=[CH:9][C:10]([CH3:35])=[C:11]([C:13]3[CH:34]=[CH:33][C:16]4[C:17]([N:20]5[CH2:25][CH2:24][N:23](C(OC(C)(C)C)=O)[CH2:22][CH2:21]5)=[N:18][O:19][C:15]=4[CH:14]=3)[CH:12]=2)=[O:6])[CH2:3][CH2:2]1.Cl. Product: [NH3:4].[CH:1]1([NH:4][C:5](=[O:6])[C:7]2[CH:8]=[CH:9][C:10]([CH3:35])=[C:11]([C:13]3[CH:34]=[CH:33][C:16]4[C:17]([N:20]5[CH2:25][CH2:24][NH:23][CH2:22][CH2:21]5)=[N:18][O:19][C:15]=4[CH:14]=3)[CH:12]=2)[CH2:2][CH2:3]1. The catalyst class is: 71. (3) Reactant: Cl[C:2]1[N:7]=[C:6]([NH2:8])[CH:5]=[CH:4][N:3]=1.C([O-])(=O)C([O-])=O.[C:15]([O:19][C:20]([N:22]1[CH2:28][C:24]2([CH2:27][NH2+:26][CH2:25]2)[CH2:23]1)=[O:21])([CH3:18])([CH3:17])[CH3:16].[C:15]([O:19][C:20]([N:22]1[CH2:23][C:24]2([CH2:25][NH2+:26][CH2:27]2)[CH2:28]1)=[O:21])([CH3:18])([CH3:16])[CH3:17].C(=O)([O-])[O-].[Cs+].[Cs+]. Product: [NH2:8][C:6]1[CH:5]=[CH:4][N:3]=[C:2]([N:26]2[CH2:25][C:24]3([CH2:23][N:22]([C:20]([O:19][C:15]([CH3:17])([CH3:16])[CH3:18])=[O:21])[CH2:28]3)[CH2:27]2)[N:7]=1. The catalyst class is: 9. (4) Reactant: [CH3:1][CH:2]1[NH:7][CH:6]([CH3:8])[CH2:5][N:4]([CH2:9][CH:10]2[CH2:15][CH2:14][N:13]([CH3:16])[CH2:12][CH2:11]2)[CH2:3]1.[C:17]1([CH:23]([N:30]=[C:31]=[O:32])[C:24]2[CH:29]=[CH:28][CH:27]=[CH:26][CH:25]=2)[CH:22]=[CH:21][CH:20]=[CH:19][CH:18]=1. Product: [CH:23]([NH:30][C:31]([N:7]1[CH:6]([CH3:8])[CH2:5][N:4]([CH2:9][CH:10]2[CH2:15][CH2:14][N:13]([CH3:16])[CH2:12][CH2:11]2)[CH2:3][CH:2]1[CH3:1])=[O:32])([C:24]1[CH:25]=[CH:26][CH:27]=[CH:28][CH:29]=1)[C:17]1[CH:22]=[CH:21][CH:20]=[CH:19][CH:18]=1. The catalyst class is: 2. (5) Reactant: CCN(C(C)C)C(C)C.[F:10][C:11]1[CH:19]=[CH:18][CH:17]=[CH:16][C:12]=1[C:13]([OH:15])=O.CCN=C=NCCCN(C)C.C1C=CC2N(O)N=NC=2C=1.Cl.[O:42]=[C:43]([N:61]1[CH2:66][CH2:65][NH:64][CH2:63][CH2:62]1)[CH2:44][NH:45][C:46](=[O:60])[C:47]1[CH:52]=[CH:51][C:50]([O:53][C:54]2[CH:59]=[CH:58][CH:57]=[CH:56][CH:55]=2)=[CH:49][CH:48]=1. Product: [F:10][C:11]1[CH:19]=[CH:18][CH:17]=[CH:16][C:12]=1[C:13]([N:64]1[CH2:65][CH2:66][N:61]([C:43](=[O:42])[CH2:44][NH:45][C:46](=[O:60])[C:47]2[CH:48]=[CH:49][C:50]([O:53][C:54]3[CH:55]=[CH:56][CH:57]=[CH:58][CH:59]=3)=[CH:51][CH:52]=2)[CH2:62][CH2:63]1)=[O:15]. The catalyst class is: 18. (6) Reactant: C1(CO[C:9]([N:11]2[CH2:16][CH2:15][N:14]3[C:17](=[O:22])[O:18][C:19]([CH3:21])([CH3:20])[CH:13]3[CH2:12]2)=[O:10])C=CC=CC=1.[F:23][C:24]1[CH:33]=[CH:32][C:27]([CH2:28][N:29]=C=O)=[CH:26][CH:25]=1. Product: [F:23][C:24]1[CH:33]=[CH:32][C:27]([CH2:28][NH:29][C:9]([N:11]2[CH2:16][CH2:15][N:14]3[C:17](=[O:22])[O:18][C:19]([CH3:20])([CH3:21])[CH:13]3[CH2:12]2)=[O:10])=[CH:26][CH:25]=1. The catalyst class is: 178. (7) Reactant: [C:1]1([C:8]2[CH:13]=[CH:12][CH:11]=[CH:10][CH:9]=2)[CH:6]=[CH:5][C:4]([OH:7])=[CH:3][CH:2]=1.Br[CH2:15][CH2:16][CH2:17][C:18]([O:20][CH3:21])=[O:19].C([O-])([O-])=O.[Cs+].[Cs+]. Product: [C:1]1([C:8]2[CH:13]=[CH:12][CH:11]=[CH:10][CH:9]=2)[CH:2]=[CH:3][C:4]([O:7][CH2:15][CH2:16][CH2:17][C:18]([O:20][CH3:21])=[O:19])=[CH:5][CH:6]=1. The catalyst class is: 18.